This data is from Reaction yield outcomes from USPTO patents with 853,638 reactions. The task is: Predict the reaction yield, written as a fraction of the theoretical maximum amount of product (1.0 means a 100% yield; for example, 0.34 means a 34% yield). (1) The reactants are Br[C:2]1[CH:7]=[CH:6][C:5]([Cl:8])=[C:4]([O:9][CH3:10])[CH:3]=1.C([Li])CCC.C[O:17][B:18](OC)[O:19]C. The catalyst is C1(C)C=CC=CC=1.C1COCC1. The product is [Cl:8][C:5]1[CH:6]=[CH:7][C:2]([B:18]([OH:19])[OH:17])=[CH:3][C:4]=1[O:9][CH3:10]. The yield is 0.650. (2) The reactants are [Br:1][C:2]1[CH:3]=[C:4]([OH:9])[C:5]([Cl:8])=[N:6][CH:7]=1.C(=O)([O-])[O-].[Cs+].[Cs+].Cl[CH2:17][C:18]#[N:19]. The catalyst is CN(C=O)C. The product is [Br:1][C:2]1[CH:3]=[C:4]([O:9][CH2:17][C:18]#[N:19])[C:5]([Cl:8])=[N:6][CH:7]=1. The yield is 0.610. (3) The yield is 0.590. The reactants are [NH2:1][C:2]1[C:3]2[C:10]([C:11]3[CH:16]=[CH:15][C:14]([Cl:17])=[CH:13][CH:12]=3)=[CH:9][N:8]([C:18]3[CH:19]=[C:20]([CH:23]=[CH:24][CH:25]=3)[CH:21]=O)[C:4]=2[N:5]=[CH:6][N:7]=1.[O:26]=[C:27]([N:31]1[CH2:35][CH2:34][CH2:33][CH2:32]1)[CH2:28][C:29]#[N:30].N12CCCN=C1CCCCC2. The product is [NH2:1][C:2]1[C:3]2[C:10]([C:11]3[CH:12]=[CH:13][C:14]([Cl:17])=[CH:15][CH:16]=3)=[CH:9][N:8]([C:18]3[CH:19]=[C:20](/[CH:21]=[C:28](/[C:27]([N:31]4[CH2:35][CH2:34][CH2:33][CH2:32]4)=[O:26])\[C:29]#[N:30])[CH:23]=[CH:24][CH:25]=3)[C:4]=2[N:5]=[CH:6][N:7]=1. The catalyst is CC(O)C. (4) The reactants are [CH2:1]([N:3]1[CH2:8][C:7]([CH3:10])([CH3:9])[O:6][C:5](=[O:11])[CH:4]1[CH2:12][C:13]([OH:15])=O)[CH3:2].C(N(C(C)C)CC)(C)C.CN(C(ON1N=NC2C=CC=NC1=2)=[N+](C)C)C.F[P-](F)(F)(F)(F)F.[Cl:49][C:50]1[CH:51]=[C:52]([CH:55]=[CH:56][CH:57]=1)[CH2:53][NH2:54]. The catalyst is CN(C=O)C. The product is [Cl:49][C:50]1[CH:51]=[C:52]([CH:55]=[CH:56][CH:57]=1)[CH2:53][NH:54][C:13](=[O:15])[CH2:12][CH:4]1[C:5](=[O:11])[O:6][C:7]([CH3:9])([CH3:10])[CH2:8][N:3]1[CH2:1][CH3:2]. The yield is 0.370. (5) The reactants are [Br-].[F:2][C:3]1[CH:12]=[C:11]2[C:6]([CH:7]=[C:8]([C:14](=O)[CH2:15][N+:16]3[CH:21]=[CH:20][C:19]([S:22][CH3:23])=[N:18][C:17]=3[CH3:24])[C:9](=[O:13])[O:10]2)=[CH:5][CH:4]=1. The catalyst is CC#N.C(N(CC)CC)C. The product is [F:2][C:3]1[CH:12]=[C:11]2[C:6]([CH:7]=[C:8]([C:14]3[CH:24]=[C:17]4[N:18]=[C:19]([S:22][CH3:23])[CH:20]=[CH:21][N:16]4[CH:15]=3)[C:9](=[O:13])[O:10]2)=[CH:5][CH:4]=1. The yield is 0.770. (6) The reactants are C(OC([N:8]1[CH2:13][CH2:12][CH:11]([N:14]2[C:18]3=[N:19][C:20]([N:23]([CH3:25])[CH3:24])=[CH:21][CH:22]=[C:17]3[N:16]([CH3:26])[C:15]2=[O:27])[CH2:10][CH2:9]1)=O)(C)(C)C.C(O)(C(F)(F)F)=O. The catalyst is C(Cl)Cl. The product is [CH3:24][N:23]([CH3:25])[C:20]1[N:19]=[C:18]2[N:14]([CH:11]3[CH2:12][CH2:13][NH:8][CH2:9][CH2:10]3)[C:15](=[O:27])[N:16]([CH3:26])[C:17]2=[CH:22][CH:21]=1. The yield is 0.960. (7) The yield is 0.280. The reactants are [F:1][C:2]1[CH:17]=[C:16]([CH:18]=O)[CH:15]=[CH:14][C:3]=1[O:4][C:5]1[CH:6]=[CH:7][C:8]([C:11]([NH2:13])=[O:12])=[N:9][CH:10]=1.[CH3:20][C:21]([CH3:27])([CH3:26])[CH2:22][CH2:23][CH2:24][NH2:25].[BH4-].[Na+]. The catalyst is CO. The product is [CH3:20][C:21]([CH3:27])([CH3:26])[CH2:22][CH2:23][CH2:24][NH:25][CH2:18][C:16]1[CH:15]=[CH:14][C:3]([O:4][C:5]2[CH:6]=[CH:7][C:8]([C:11]([NH2:13])=[O:12])=[N:9][CH:10]=2)=[C:2]([F:1])[CH:17]=1.